From a dataset of Full USPTO retrosynthesis dataset with 1.9M reactions from patents (1976-2016). Predict the reactants needed to synthesize the given product. Given the product [CH3:3][O:4][C:5]1[CH:6]=[CH:7][C:8]2[N:9]([N:11]=[C:12]([C:25]3[CH:30]=[CH:29][CH:28]=[CH:27][CH:26]=3)[C:13]=2[CH2:14][C:15]2[N:20]=[C:19]([C:21]([OH:23])=[O:22])[CH:18]=[CH:17][CH:16]=2)[CH:10]=1, predict the reactants needed to synthesize it. The reactants are: [OH-].[K+].[CH3:3][O:4][C:5]1[CH:6]=[CH:7][C:8]2[N:9]([N:11]=[C:12]([C:25]3[CH:30]=[CH:29][CH:28]=[CH:27][CH:26]=3)[C:13]=2[CH2:14][C:15]2[N:20]=[C:19]([C:21]([O:23]C)=[O:22])[CH:18]=[CH:17][CH:16]=2)[CH:10]=1.Cl.